Dataset: Full USPTO retrosynthesis dataset with 1.9M reactions from patents (1976-2016). Task: Predict the reactants needed to synthesize the given product. (1) Given the product [NH:15]1[C@@H:16]2[C@@H:21]([CH2:20][CH2:19][CH2:18][CH2:17]2)[CH2:22][C@H:23]1[C:24]([OH:26])=[O:25], predict the reactants needed to synthesize it. The reactants are: CCC[C@H](N[C@H](C([N:15]1[C@H:23]([C:24]([OH:26])=[O:25])[CH2:22][C@H:21]2[C@@H:16]1[CH2:17][CH2:18][CH2:19][CH2:20]2)=O)C)C(OCC)=O.N1C2C(=CC=CC=2)CC1C(O)=O. (2) Given the product [ClH:38].[ClH:38].[CH:32]1([CH2:31][N:1]2[CH:5]=[C:4]([CH2:6][N:7]3[C:15]4[C:10](=[C:11]([NH:16][C:17]([C:19]5[N:23]6[CH:24]=[CH:25][CH:26]=[CH:27][C:22]6=[N:21][CH:20]=5)=[O:18])[CH:12]=[CH:13][CH:14]=4)[C:9]([CH2:28][CH3:29])=[N:8]3)[CH:3]=[N:2]2)[CH2:34][CH2:33]1, predict the reactants needed to synthesize it. The reactants are: [NH:1]1[CH:5]=[C:4]([CH2:6][N:7]2[C:15]3[C:10](=[C:11]([NH:16][C:17]([C:19]4[N:23]5[CH:24]=[CH:25][CH:26]=[CH:27][C:22]5=[N:21][CH:20]=4)=[O:18])[CH:12]=[CH:13][CH:14]=3)[C:9]([CH2:28][CH3:29])=[N:8]2)[CH:3]=[N:2]1.Br[CH2:31][CH:32]1[CH2:34][CH2:33]1.O.[OH-].[Cs+].[ClH:38]. (3) Given the product [CH2:19]([O:18][C:16](=[O:17])[C:15](=[O:21])[CH2:14][S:1][C:2]1[NH:11][C:10](=[O:12])[C:9]2[C:4](=[CH:5][CH:6]=[CH:7][CH:8]=2)[N:3]=1)[CH3:20], predict the reactants needed to synthesize it. The reactants are: [SH:1][C:2]1[NH:11][C:10](=[O:12])[C:9]2[C:4](=[CH:5][CH:6]=[CH:7][CH:8]=2)[N:3]=1.Br[CH2:14][C:15](=[O:21])[C:16]([O:18][CH2:19][CH3:20])=[O:17].C(N(CC)CC)C.Cl. (4) Given the product [CH:6](/[C:5]1[CH:4]=[C:3]([CH:10]=[CH:9][CH:8]=1)[C:1]#[N:2])=[CH:13]/[CH2:12][CH2:11][CH2:17][CH3:18], predict the reactants needed to synthesize it. The reactants are: [C:1]([C:3]1[CH:4]=[C:5]([CH:8]=[CH:9][CH:10]=1)[CH:6]=O)#[N:2].[CH:11](/[C:17]1C=CC(C#N)=C[CH:18]=1)=[CH:12]/[CH2:13]CCC. (5) Given the product [F:1][C:2]1[C:15]([F:16])=[C:14]([F:17])[C:13]([F:18])=[CH:12][C:3]=1[C:4]([C:6](=[CH:19][NH:36][C:37]([CH3:42])([CH3:41])[CH2:38][CH2:39][OH:40])[C:7]([O:9][CH2:10][CH3:11])=[O:8])=[O:5], predict the reactants needed to synthesize it. The reactants are: [F:1][C:2]1[C:15]([F:16])=[C:14]([F:17])[C:13]([F:18])=[CH:12][C:3]=1[C:4]([CH2:6][C:7]([O:9][CH2:10][CH3:11])=[O:8])=[O:5].[CH3:19]C(OC(C)=O)=O.C(OCC)(OCC)OCC.[NH2:36][C:37]([CH3:42])([CH3:41])[CH2:38][CH2:39][OH:40]. (6) The reactants are: C[O:2][P:3]([C:6]1[CH:11]=[CH:10][CH:9]=[CH:8][CH:7]=1)[O:4][CH3:5].[C:12]([C:16]1[CH:17]=[C:18]([CH:21]=[C:22]([C:25]([CH3:28])([CH3:27])[CH3:26])[C:23]=1[OH:24])[CH2:19]Cl)([CH3:15])([CH3:14])[CH3:13]. Given the product [CH3:5][O:4][P:3]([CH2:19][C:18]1[CH:17]=[C:16]([C:12]([CH3:13])([CH3:15])[CH3:14])[C:23]([OH:24])=[C:22]([C:25]([CH3:28])([CH3:27])[CH3:26])[CH:21]=1)([C:6]1[CH:11]=[CH:10][CH:9]=[CH:8][CH:7]=1)=[O:2], predict the reactants needed to synthesize it. (7) Given the product [CH3:23][C:18]1([CH3:24])[C:19]([CH3:22])([CH3:21])[O:20][B:16]([C:2]2[CH:11]=[CH:10][C:5]([C:6]([O:8][CH3:9])=[O:7])=[CH:4][C:3]=2[C:12]([F:15])([F:14])[F:13])[O:17]1, predict the reactants needed to synthesize it. The reactants are: Br[C:2]1[CH:11]=[CH:10][C:5]([C:6]([O:8][CH3:9])=[O:7])=[CH:4][C:3]=1[C:12]([F:15])([F:14])[F:13].[B:16]1([B:16]2[O:20][C:19]([CH3:22])([CH3:21])[C:18]([CH3:24])([CH3:23])[O:17]2)[O:20][C:19]([CH3:22])([CH3:21])[C:18]([CH3:24])([CH3:23])[O:17]1.CC([O-])=O.[K+].CCOC(C)=O. (8) Given the product [CH2:1]([C:5]1[CH:6]=[CH:7][C:8]([C:11]#[C:12][C:13]2[CH:14]=[CH:15][C:16]([CH2:17][N:18]([CH2:30][C:31]3[CH:32]=[CH:33][C:34]([O:35][CH2:36][C:37]([OH:39])=[O:38])=[CH:41][CH:42]=3)[C:19]([C:21]3[C:29]4[C:24](=[CH:25][CH:26]=[CH:27][CH:28]=4)[NH:23][N:22]=3)=[O:20])=[CH:43][CH:44]=2)=[CH:9][CH:10]=1)[CH2:2][CH2:3][CH3:4], predict the reactants needed to synthesize it. The reactants are: [CH2:1]([C:5]1[CH:10]=[CH:9][C:8]([C:11]#[C:12][C:13]2[CH:44]=[CH:43][C:16]([CH2:17][N:18]([CH2:30][C:31]3[CH:42]=[CH:41][C:34]([O:35][CH2:36][C:37]([O:39]C)=[O:38])=[CH:33][CH:32]=3)[C:19]([C:21]3[C:29]4[C:24](=[CH:25][CH:26]=[CH:27][CH:28]=4)[NH:23][N:22]=3)=[O:20])=[CH:15][CH:14]=2)=[CH:7][CH:6]=1)[CH2:2][CH2:3][CH3:4].[OH-].[Na+]. (9) The reactants are: [ClH:1].[NH2:2][C:3]1[N:11]=[C:10]([O:12][CH2:13][CH2:14][CH2:15][CH3:16])[N:9]=[C:8]2[C:4]=1[NH:5][C:6](=[O:42])[N:7]2[CH2:17][CH2:18][CH2:19][N:20]([CH2:30][C:31]1[CH:32]=[C:33]([CH2:37][C:38]([O:40][CH3:41])=[O:39])[CH:34]=[CH:35][CH:36]=1)[CH2:21][CH2:22][CH2:23][N:24]1[CH2:29][CH2:28][O:27][CH2:26][CH2:25]1. Given the product [ClH:1].[NH2:2][C:3]1[N:11]=[C:10]([O:12][CH2:13][CH2:14][CH2:15][CH3:16])[N:9]=[C:8]2[C:4]=1[NH:5][C:6](=[O:42])[N:7]2[CH2:17][CH2:18][CH2:19][N:20]([CH2:30][C:31]1[CH:32]=[C:33]([CH2:37][C:38]([O:40][CH3:41])=[O:39])[CH:34]=[CH:35][CH:36]=1)[CH2:21][CH2:22][CH2:23][N:24]1[CH2:29][CH2:28][O:27][CH2:26][CH2:25]1, predict the reactants needed to synthesize it.